Dataset: Full USPTO retrosynthesis dataset with 1.9M reactions from patents (1976-2016). Task: Predict the reactants needed to synthesize the given product. Given the product [CH3:36][O:11][C:10](=[O:12])[C@@H:9]([NH:8][C:6]([O:5][C:1]([CH3:4])([CH3:2])[CH3:3])=[O:7])[CH2:13][NH:14][C:15]([O:17][CH2:18][CH:19]1[C:20]2[CH:21]=[CH:22][CH:23]=[CH:24][C:25]=2[C:26]2[C:31]1=[CH:30][CH:29]=[CH:28][CH:27]=2)=[O:16], predict the reactants needed to synthesize it. The reactants are: [C:1]([O:5][C:6]([NH:8][CH:9]([CH2:13][NH:14][C:15]([O:17][CH2:18][CH:19]1[C:31]2[CH:30]=[CH:29][CH:28]=[CH:27][C:26]=2[C:25]2[C:20]1=[CH:21][CH:22]=[CH:23][CH:24]=2)=[O:16])[C:10]([OH:12])=[O:11])=[O:7])([CH3:4])([CH3:3])[CH3:2].ON1C2C=CC=C[C:36]=2N=N1.Cl.C(N=C=NCCCN(C)C)C.C(N(C(C)C)C(C)C)C.